Dataset: Forward reaction prediction with 1.9M reactions from USPTO patents (1976-2016). Task: Predict the product of the given reaction. (1) Given the reactants [Br:1][C:2]1[CH:9]=[C:8]([CH:10]([OH:17])[C:11]2[N:15]([CH3:16])[CH:14]=[N:13][CH:12]=2)[CH:7]=[CH:6][C:3]=1[C:4]#[N:5].[C:18]([C:20]1[CH:27]=[CH:26][C:23]([CH2:24]Br)=[CH:22][CH:21]=1)#[N:19], predict the reaction product. The product is: [Br:1][C:2]1[CH:9]=[C:8]([CH:10]([O:17][CH2:24][C:23]2[CH:26]=[CH:27][C:20]([C:18]#[N:19])=[CH:21][CH:22]=2)[C:11]2[N:15]([CH3:16])[CH:14]=[N:13][CH:12]=2)[CH:7]=[CH:6][C:3]=1[C:4]#[N:5]. (2) Given the reactants [Li+].CC([N-]C(C)C)C.[C:9]([O:13][CH3:14])(=[O:12])[CH2:10][CH3:11].[CH2:15]([O:22][C:23]1[CH:30]=[CH:29][C:26]([CH:27]=[O:28])=[CH:25][CH:24]=1)[C:16]1[CH:21]=[CH:20][CH:19]=[CH:18][CH:17]=1, predict the reaction product. The product is: [CH3:14][O:13][C:9](=[O:12])[CH:10]([CH3:11])[CH:27]([C:26]1[CH:25]=[CH:24][C:23]([O:22][CH2:15][C:16]2[CH:17]=[CH:18][CH:19]=[CH:20][CH:21]=2)=[CH:30][CH:29]=1)[OH:28]. (3) Given the reactants I([O-])(=O)(=O)=[O:2].[Na+].[Br:7][C:8]1[CH:23]=[CH:22][C:11]([CH2:12][CH:13]([CH2:19][CH:20]=C)[C:14]([O:16][CH2:17][CH3:18])=[O:15])=[C:10]([Cl:24])[CH:9]=1, predict the reaction product. The product is: [Br:7][C:8]1[CH:23]=[CH:22][C:11]([CH2:12][CH:13]([CH2:19][CH:20]=[O:2])[C:14]([O:16][CH2:17][CH3:18])=[O:15])=[C:10]([Cl:24])[CH:9]=1. (4) Given the reactants [NH2:1][C:2]1[C:7]([NH2:8])=[C:6]([NH:9][C@@H:10]2[C@@H:15]3[CH2:16][C@@H:12]([CH:13]=[CH:14]3)[C@@H:11]2[C:17]([NH2:19])=[O:18])[C:5]([Br:20])=[CH:4][N:3]=1.[N:21]1([C:27]2[CH:32]=[C:31]([CH:33]=O)[CH:30]=[CH:29][N:28]=2)[CH2:26][CH2:25][O:24][CH2:23][CH2:22]1.C([O-])(=O)C.[NH4+], predict the reaction product. The product is: [Br:20][C:5]1[C:6]([NH:9][C@@H:10]2[C@@H:15]3[CH2:16][C@@H:12]([CH:13]=[CH:14]3)[C@@H:11]2[C:17]([NH2:19])=[O:18])=[C:7]2[N:8]=[C:33]([C:31]3[CH:30]=[CH:29][N:28]=[C:27]([N:21]4[CH2:26][CH2:25][O:24][CH2:23][CH2:22]4)[CH:32]=3)[NH:1][C:2]2=[N:3][CH:4]=1.